From a dataset of Forward reaction prediction with 1.9M reactions from USPTO patents (1976-2016). Predict the product of the given reaction. (1) Given the reactants [NH2:1][C:2]1[CH:3]=[C:4]([CH:16]=[CH:17][CH:18]=1)[O:5][CH2:6][CH2:7][NH:8][C:9](=[O:15])[O:10][C:11]([CH3:14])([CH3:13])[CH3:12].[CH:19]1([S:25](Cl)(=[O:27])=[O:26])[CH2:24][CH2:23][CH2:22][CH2:21][CH2:20]1, predict the reaction product. The product is: [CH:19]1([S:25]([NH:1][C:2]2[CH:3]=[C:4]([CH:16]=[CH:17][CH:18]=2)[O:5][CH2:6][CH2:7][NH:8][C:9](=[O:15])[O:10][C:11]([CH3:14])([CH3:13])[CH3:12])(=[O:27])=[O:26])[CH2:24][CH2:23][CH2:22][CH2:21][CH2:20]1. (2) Given the reactants CN(C(ON1N=NC2C=CC=CC1=2)=[N+](C)C)C.F[P-](F)(F)(F)(F)F.[CH3:25][C:26]1[N:34]([C:35]([C:37]2[CH:38]=[CH:39][C:40]([Cl:43])=[CH:41][CH:42]=2)=[O:36])[C:33]2[CH:32]=[CH:31][C:30]([O:44][CH3:45])=[CH:29][C:28]=2[C:27]=1[CH2:46][C:47]([OH:49])=[O:48].O[C:51]1[CH:71]=[CH:70][C:54]([C:55]([O:57][CH:58]2[CH2:63][O:62][CH:61]([C:64]3[CH:69]=[CH:68][CH:67]=[CH:66][CH:65]=3)[O:60][CH2:59]2)=[O:56])=[CH:53][CH:52]=1.C(N(CC)CC)C, predict the reaction product. The product is: [Cl:43][C:40]1[CH:39]=[CH:38][C:37]([C:35]([N:34]2[C:33]3[C:28](=[CH:29][C:30]([O:44][CH3:45])=[CH:31][CH:32]=3)[C:27]([CH2:46][C:47]([O:49][C:51]3[CH:71]=[CH:70][C:54]([C:55]([O:57][CH:58]4[CH2:63][O:62][CH:61]([C:64]5[CH:69]=[CH:68][CH:67]=[CH:66][CH:65]=5)[O:60][CH2:59]4)=[O:56])=[CH:53][CH:52]=3)=[O:48])=[C:26]2[CH3:25])=[O:36])=[CH:42][CH:41]=1.